This data is from Forward reaction prediction with 1.9M reactions from USPTO patents (1976-2016). The task is: Predict the product of the given reaction. (1) The product is: [OH:1][NH:2][C:3]([C:5]1[CH:30]=[CH:29][C:8]2[NH:9][C:10]([C:12]3[CH:13]=[C:14]([C:19]4[CH:20]=[CH:21][C:22]([C:25](=[NH:28])[NH:26][OH:27])=[CH:23][CH:24]=4)[CH:15]=[C:16]([O:45][CH3:43])[C:17]=3[OH:18])=[N:11][C:7]=2[CH:6]=1)=[NH:4]. Given the reactants [OH:1][NH:2][C:3]([C:5]1[CH:30]=[CH:29][C:8]2[NH:9][C:10]([C:12]3[CH:13]=[C:14]([C:19]4[CH:24]=[CH:23][C:22]([C:25](=[NH:28])[NH:26][OH:27])=[CH:21][CH:20]=4)[CH:15]=[CH:16][C:17]=3[OH:18])=[N:11][C:7]=2[CH:6]=1)=[NH:4].C(C1C=CC(C2C=[C:43]([O:45]C)C(O)=C(C3NC4C=CC(C#N)=CC=4N=3)C=2)=CC=1)#N, predict the reaction product. (2) Given the reactants COC1C=C(C=CC=1)C=O.C(=O)C1C=CC=CC=1.[CH3:19][O:20][C:21](=[O:30])C1C=CC=C(C=O)C=1.[Br:31][C:32]1[CH:33]=[CH:34][C:35]([CH3:54])=[C:36]([C@H:38]2[CH2:43][C@@H:42]([NH:44][C:45](=[O:47])[CH3:46])[CH2:41][C@@H:40]([C:48]3[CH:53]=[CH:52][CH:51]=[CH:50][CH:49]=3)[O:39]2)[CH:37]=1.C(N(CC)CC)C, predict the reaction product. The product is: [Br:31][C:32]1[CH:33]=[CH:34][C:35]([CH3:54])=[C:36]([C@H:38]2[CH2:43][C@@H:42]([NH:44][C:45](=[O:47])[CH3:46])[CH2:41][C@@H:40]([C:48]3[CH:53]=[CH:52][CH:51]=[CH:50][CH:49]=3)[O:39]2)[CH:37]=1.[C:45]([NH:44][C@H:42]1[CH2:41][C@@H:40]([C:48]2[CH:49]=[CH:50][CH:51]=[CH:52][CH:53]=2)[O:39][C@@H:38]([C:36]2[CH:37]=[C:32]([CH:33]=[CH:34][C:35]=2[CH3:54])[C:21]([O:20][CH3:19])=[O:30])[CH2:43]1)(=[O:47])[CH3:46].